From a dataset of Full USPTO retrosynthesis dataset with 1.9M reactions from patents (1976-2016). Predict the reactants needed to synthesize the given product. (1) Given the product [CH3:22][N:8]1[C:4]2=[N:5][CH:6]=[CH:7][C:2]([NH:32][S:29]([C:26]3[CH:27]=[CH:28][N:24]([CH3:23])[N:25]=3)(=[O:31])=[O:30])=[C:3]2[C:10]([C:11]2[CH:19]=[C:18]3[C:14]([CH2:15][CH2:16][N:17]3[CH3:20])=[CH:13][CH:12]=2)=[C:9]1[CH3:21], predict the reactants needed to synthesize it. The reactants are: Br[C:2]1[CH:7]=[CH:6][N:5]=[C:4]2[N:8]([CH3:22])[C:9]([CH3:21])=[C:10]([C:11]3[CH:19]=[C:18]4[C:14]([CH2:15][CH2:16][N:17]4[CH3:20])=[CH:13][CH:12]=3)[C:3]=12.[CH3:23][N:24]1[CH:28]=[CH:27][C:26]([S:29]([NH2:32])(=[O:31])=[O:30])=[N:25]1.CC1(C)C2C=CC=C(P(C3C=CC=CC=3)C3C=CC=CC=3)C=2OC2C1=CC=CC=2P(C1C=CC=CC=1)C1C=CC=CC=1.C(=O)([O-])[O-].[Cs+].[Cs+]. (2) Given the product [CH3:13][N:10]1[C:11]2[C:7](=[CH:6][CH:5]=[C:4]([N+:1]([O-:3])=[O:2])[CH:12]=2)[CH:8]=[CH:9]1, predict the reactants needed to synthesize it. The reactants are: [N+:1]([C:4]1[CH:12]=[C:11]2[C:7]([CH:8]=[CH:9][NH:10]2)=[CH:6][CH:5]=1)([O-:3])=[O:2].[C:13]([O-])([O-])=O.[K+].[K+].O. (3) The reactants are: [CH3:1][N:2]1CC[O:5][CH2:4][CH2:3]1.[C:8]([O:12][C:13]([N:15]1[CH2:20][CH2:19][C:18](=[C:21]([Br:31])[C:22]2[CH:27]=[CH:26][C:25]([C:28](O)=[O:29])=[CH:24][CH:23]=2)[CH2:17][CH2:16]1)=[O:14])([CH3:11])([CH3:10])[CH3:9].CN(C(ON1N=NC2C=CC=CC1=2)=[N+](C)C)C.[B-](F)(F)(F)F.CNCCO. Given the product [C:8]([O:12][C:13]([N:15]1[CH2:20][CH2:19][C:18](=[C:21]([Br:31])[C:22]2[CH:27]=[CH:26][C:25]([C:28](=[O:29])[N:2]([CH2:3][CH2:4][OH:5])[CH3:1])=[CH:24][CH:23]=2)[CH2:17][CH2:16]1)=[O:14])([CH3:9])([CH3:10])[CH3:11], predict the reactants needed to synthesize it. (4) Given the product [CH2:1]([N:8]1[C:12]2[CH2:13][CH:14]([O:16][CH2:17][CH2:18][CH3:19])[CH2:15][C:11]=2[C:10]([C:20]2[N:23]=[N:24][NH:25][N:21]=2)=[N:9]1)[C:2]1[CH:3]=[CH:4][CH:5]=[CH:6][CH:7]=1, predict the reactants needed to synthesize it. The reactants are: [CH2:1]([N:8]1[C:12]2[CH2:13][CH:14]([O:16][CH2:17][CH2:18][CH3:19])[CH2:15][C:11]=2[C:10]([C:20]#[N:21])=[N:9]1)[C:2]1[CH:7]=[CH:6][CH:5]=[CH:4][CH:3]=1.O.[N-:23]=[N+:24]=[N-:25].[Na+].Cl. (5) The reactants are: [OH:1][CH:2]([CH2:11][C:12]1[CH:17]=[CH:16][CH:15]=[C:14]([O:18][C:19]2[CH:24]=[CH:23][CH:22]=[CH:21][CH:20]=2)[CH:13]=1)[CH2:3][CH2:4][CH:5]1[NH:9][C:8](=[O:10])[CH2:7][CH2:6]1.[Si:25](Cl)([C:28]([CH3:31])([CH3:30])[CH3:29])([CH3:27])[CH3:26]. Given the product [C:28]([Si:25]([CH3:27])([CH3:26])[O:1][CH:2]([CH2:11][C:12]1[CH:17]=[CH:16][CH:15]=[C:14]([O:18][C:19]2[CH:24]=[CH:23][CH:22]=[CH:21][CH:20]=2)[CH:13]=1)[CH2:3][CH2:4][CH:5]1[NH:9][C:8](=[O:10])[CH2:7][CH2:6]1)([CH3:31])([CH3:30])[CH3:29], predict the reactants needed to synthesize it. (6) Given the product [NH2:17][CH:4]([C:5]1[CH:10]=[CH:9][CH:8]=[CH:7][CH:6]=1)[CH:2]([OH:3])[CH3:1], predict the reactants needed to synthesize it. The reactants are: [CH3:1][CH:2]1[CH:4]([C:5]2[CH:10]=[CH:9][CH:8]=[CH:7][CH:6]=2)[O:3]1.Cl([O-])(=O)(=O)=O.[Li+].[NH3:17]. (7) Given the product [Si:1]([O:8][CH2:9][C@@H:10]([N:19]1[CH:24]=[CH:23][C:22]([C:25]2[CH:30]=[CH:29][N:28]=[C:27]([NH:36][CH:37]3[CH2:42][CH:41]4[CH2:43][CH:38]3[C:39](=[O:44])[O:40]4)[N:26]=2)=[CH:21][C:20]1=[O:35])[C:11]1[CH:16]=[CH:15][C:14]([Cl:17])=[C:13]([F:18])[CH:12]=1)([C:4]([CH3:7])([CH3:6])[CH3:5])([CH3:3])[CH3:2], predict the reactants needed to synthesize it. The reactants are: [Si:1]([O:8][CH2:9][CH:10]([N:19]1[CH:24]=[CH:23][C:22]([C:25]2[CH:30]=[CH:29][N:28]=[C:27](S(C)(=O)=O)[N:26]=2)=[CH:21][C:20]1=[O:35])[C:11]1[CH:16]=[CH:15][C:14]([Cl:17])=[C:13]([F:18])[CH:12]=1)([C:4]([CH3:7])([CH3:6])[CH3:5])([CH3:3])[CH3:2].[NH2:36][CH:37]1[CH2:42][CH:41]2[CH2:43][CH:38]1[C:39](=[O:44])[O:40]2.Cl.